This data is from Reaction yield outcomes from USPTO patents with 853,638 reactions. The task is: Predict the reaction yield, written as a fraction of the theoretical maximum amount of product (1.0 means a 100% yield; for example, 0.34 means a 34% yield). (1) The catalyst is CN(C=O)C.O. The reactants are [C:1]1([CH:8]=[CH:7][CH:6]=[C:4]([OH:5])[CH:3]=1)[OH:2].C(=O)([O-])[O-].[K+].[K+].Br[CH2:16][C:17]([N:19]([CH3:21])[CH3:20])=[O:18]. The product is [OH:2][C:1]1[CH:3]=[C:4]([CH:6]=[CH:7][CH:8]=1)[O:5][CH2:16][C:17]([N:19]([CH3:21])[CH3:20])=[O:18]. The yield is 0.240. (2) The reactants are [N:1]1[CH:6]=[CH:5][CH:4]=[C:3]([C:7]2[CH:8]=[C:9]3[C:19]4[C:14](=[N:15][CH:16]=[C:17]([C:20]5[CH:25]=CC(N6CCN(C(OC(C)(C)C)=O)CC6)=[CH:22][CH:21]=5)[CH:18]=4)[NH:13][C:10]3=[CH:11][N:12]=2)[CH:2]=1.BrC1C=C2C3C(=CN=C(C4C=NC=CC=4)C=3)NC2=NC=1.CC1C(B2OC(C)(C)C(C)(C)O2)=C[N:63]=[C:62]([N:75]2[CH2:80][CH2:79][N:78]([C:81]([O:83][C:84]([CH3:87])([CH3:86])[CH3:85])=[O:82])[CH2:77][CH2:76]2)[CH:61]=1. No catalyst specified. The product is [CH3:22][C:21]1[C:20]([C:17]2[CH:18]=[C:19]3[C:9]4[C:10](=[CH:11][N:12]=[C:7]([C:3]5[CH:2]=[N:1][CH:6]=[CH:5][CH:4]=5)[CH:8]=4)[NH:13][C:14]3=[N:15][CH:16]=2)=[CH:25][N:63]=[C:62]([N:75]2[CH2:80][CH2:79][N:78]([C:81]([O:83][C:84]([CH3:87])([CH3:86])[CH3:85])=[O:82])[CH2:77][CH2:76]2)[CH:61]=1. The yield is 0.500. (3) The reactants are [Li+].CC([N-]C(C)C)C.[CH2:9]1[CH2:13][O:12][CH2:11][CH2:10]1.[Se:14]1C=CC=[C:15]1[C:19]1[Se:20][C:21]([C:24]2[Se:25][CH:26]=[CH:27][CH:28]=2)=[CH:22][CH:23]=1.CN([CH:32]=[O:33])C. The catalyst is C(OCC)(=O)C. The product is [CH:32]([C:26]1[Se:25][C:24]([C:21]2[Se:20][C:19]([C:15]3[Se:14][C:10]([CH:11]=[O:12])=[CH:9][CH:13]=3)=[CH:23][CH:22]=2)=[CH:28][CH:27]=1)=[O:33]. The yield is 0.750. (4) The reactants are C(N(CC)CC)C.[CH:8]([C:10]1[C:18]2[C:13](=[CH:14][CH:15]=[CH:16][CH:17]=2)[N:12](C(OC(C)(C)C)=O)[CH:11]=1)=[O:9].[CH:26]([O:29][C:30]1[N:35]=[CH:34][C:33]([CH:36]=[N:37][C:38]2[CH:43]=[CH:42][CH:41]=[C:40]([O:44][CH3:45])[CH:39]=2)=[CH:32][CH:31]=1)([CH3:28])[CH3:27]. The catalyst is [Cl-].C([N+]1C(C)=C(CCO)SC=1)C1C=CC=CC=1.C(O)C. The product is [NH:12]1[C:13]2[C:18](=[CH:17][CH:16]=[CH:15][CH:14]=2)[C:10]([C:8](=[O:9])[CH:36]([C:33]2[CH:34]=[N:35][C:30]([O:29][CH:26]([CH3:28])[CH3:27])=[CH:31][CH:32]=2)[NH:37][C:38]2[CH:43]=[CH:42][CH:41]=[C:40]([O:44][CH3:45])[CH:39]=2)=[CH:11]1. The yield is 0.210. (5) The product is [C:1]1([C:7]2[S:8][CH:9]=[C:10]([C:12]3[CH:13]=[C:14]4[C:19](=[CH:20][CH:21]=3)[CH:18]=[C:17]([O:22][CH2:23][C:24]3[NH:28][N:27]=[N:26][N:25]=3)[CH:16]=[CH:15]4)[N:11]=2)[CH:2]=[CH:3][CH:4]=[CH:5][CH:6]=1. The reactants are [C:1]1([C:7]2[S:8][CH:9]=[C:10]([C:12]3[CH:13]=[C:14]4[C:19](=[CH:20][CH:21]=3)[CH:18]=[C:17]([O:22][CH2:23][C:24]#[N:25])[CH:16]=[CH:15]4)[N:11]=2)[CH:6]=[CH:5][CH:4]=[CH:3][CH:2]=1.[N-:26]=[N+:27]=[N-:28].[Na+].[Cl-].[NH4+]. The catalyst is CN(C=O)C. The yield is 0.370. (6) The yield is 0.580. The product is [CH:18](/[O:19][Si:23]([CH3:25])([CH3:24])[CH3:22])=[CH:20]\[CH2:21][CH2:4][CH2:3][CH:2]=[CH2:1]. The reactants are [CH:1]([Mg]Br)=[CH:2][CH2:3][CH3:4].CN(P(N(C)C)(N(C)C)=O)C.[CH:18]([CH:20]=[CH2:21])=[O:19].[CH3:22][Si:23](Cl)([CH3:25])[CH3:24]. The catalyst is C1COCC1.CCCCCC.O. (7) The reactants are [F:1][C:2]1[CH:3]=[C:4]([CH:7]=[C:8]([OH:11])[C:9]=1[OH:10])[CH:5]=[O:6].[C:12]([O-])([O-])=O.[Cs+].[Cs+].O. The catalyst is CN(C=O)C. The product is [F:1][C:2]1[C:9]2[O:10][CH2:12][O:11][C:8]=2[CH:7]=[C:4]([CH:5]=[O:6])[CH:3]=1. The yield is 0.490. (8) The reactants are C([O:8][C:9]1[C:14]([CH2:15][CH3:16])=[CH:13][C:12]([C:17]2[CH:22]=[CH:21][CH:20]=[C:19]([N:23]3[C:27]([CH3:28])=[CH:26][CH:25]=[C:24]3[CH3:29])[N:18]=2)=[C:11]([O:30][CH3:31])[CH:10]=1)C1C=CC=CC=1.C([O-])=O.[NH4+]. The catalyst is CO.[OH-].[OH-].[Pd+2]. The product is [CH3:29][C:24]1[N:23]([C:19]2[N:18]=[C:17]([C:12]3[CH:13]=[C:14]([CH2:15][CH3:16])[C:9]([OH:8])=[CH:10][C:11]=3[O:30][CH3:31])[CH:22]=[CH:21][CH:20]=2)[C:27]([CH3:28])=[CH:26][CH:25]=1. The yield is 0.980. (9) The reactants are C1(P(C2C=CC=CC=2)C2(P(C3C=CC=CC=3)C3C=CC=CC=3)CC=C3C(C=CC=C3)=C2C2C3C(=CC=CC=3)C=CC=2)C=CC=CC=1.Br[C:48]1[CH:49]=[C:50]2[C:55](=[CH:56][CH:57]=1)[N:54]=[C:53]([CH3:58])[C:52]([C:59]([O:61][C:62]([CH3:65])([CH3:64])[CH3:63])=[O:60])=[C:51]2[C:66]1[CH:71]=[CH:70][C:69]([F:72])=[CH:68][CH:67]=1.CC(C)([O-])C.[K+].[NH:79]1[CH2:84][CH2:83][CH2:82][CH2:81][CH2:80]1. The catalyst is O1CCOCC1.C1C=CC(/C=C/C(/C=C/C2C=CC=CC=2)=O)=CC=1.C1C=CC(/C=C/C(/C=C/C2C=CC=CC=2)=O)=CC=1.C1C=CC(/C=C/C(/C=C/C2C=CC=CC=2)=O)=CC=1.[Pd].[Pd].C(O)(C)(C)C. The product is [F:72][C:69]1[CH:70]=[CH:71][C:66]([C:51]2[C:50]3[C:55](=[CH:56][CH:57]=[C:48]([N:79]4[CH2:84][CH2:83][CH2:82][CH2:81][CH2:80]4)[CH:49]=3)[N:54]=[C:53]([CH3:58])[C:52]=2[C:59]([O:61][C:62]([CH3:64])([CH3:63])[CH3:65])=[O:60])=[CH:67][CH:68]=1. The yield is 0.380. (10) The reactants are [Cl-].O[NH3+:3].[C:4](=[O:7])([O-])[OH:5].[Na+].CS(C)=O.[CH:13]1([C:16]([OH:54])([CH3:53])[CH2:17][O:18][C@H:19]2[CH2:24][CH2:23][C@H:22]([N:25]3[C:30](=[O:31])[C:29]([CH2:32][C:33]4[CH:38]=[CH:37][C:36]([C:39]5[C:40]([C:45]#[N:46])=[CH:41][CH:42]=[CH:43][CH:44]=5)=[CH:35][CH:34]=4)=[C:28]([CH2:47][CH2:48][CH3:49])[N:27]4[N:50]=[CH:51][CH:52]=[C:26]34)[CH2:21][CH2:20]2)[CH2:15][CH2:14]1. The catalyst is C(OCC)(=O)C. The product is [CH:13]1([C:16]([OH:54])([CH3:53])[CH2:17][O:18][C@H:19]2[CH2:20][CH2:21][C@H:22]([N:25]3[C:30](=[O:31])[C:29]([CH2:32][C:33]4[CH:34]=[CH:35][C:36]([C:39]5[CH:44]=[CH:43][CH:42]=[CH:41][C:40]=5[C:45]5[NH:3][C:4](=[O:7])[O:5][N:46]=5)=[CH:37][CH:38]=4)=[C:28]([CH2:47][CH2:48][CH3:49])[N:27]4[N:50]=[CH:51][CH:52]=[C:26]34)[CH2:23][CH2:24]2)[CH2:14][CH2:15]1. The yield is 0.520.